Dataset: Forward reaction prediction with 1.9M reactions from USPTO patents (1976-2016). Task: Predict the product of the given reaction. (1) Given the reactants [CH3:1][C:2]([CH3:28])([CH3:27])[C@H:3]([NH:8][C:9]([C:11]1[N:12]=[C:13]([C:21]2[CH:26]=[CH:25][CH:24]=[CH:23][CH:22]=2)[N:14]2[CH2:20][CH2:19][CH2:18][NH:17][CH2:16][C:15]=12)=[O:10])[C:4]([NH:6][CH3:7])=[O:5].[CH2:29]([S:31](Cl)(=[O:33])=[O:32])[CH3:30], predict the reaction product. The product is: [CH3:1][C:2]([CH3:28])([CH3:27])[C@H:3]([NH:8][C:9]([C:11]1[N:12]=[C:13]([C:21]2[CH:22]=[CH:23][CH:24]=[CH:25][CH:26]=2)[N:14]2[CH2:20][CH2:19][CH2:18][N:17]([S:31]([CH2:29][CH3:30])(=[O:33])=[O:32])[CH2:16][C:15]=12)=[O:10])[C:4]([NH:6][CH3:7])=[O:5]. (2) Given the reactants [C:1]1([CH3:21])[CH:6]=[CH:5][C:4]([C:7]2[C:8]3[C:13]([CH:14]=[C:15]4[C:20]=2[CH:19]=[CH:18][CH:17]=[CH:16]4)=[CH:12][CH:11]=[CH:10][CH:9]=3)=[CH:3][CH:2]=1.C1C(=O)N([Br:29])C(=O)C1.O, predict the reaction product. The product is: [Br:29][C:14]1[C:15]2[C:20]([C:7]([C:4]3[CH:3]=[CH:2][C:1]([CH3:21])=[CH:6][CH:5]=3)=[C:8]3[C:13]=1[CH:12]=[CH:11][CH:10]=[CH:9]3)=[CH:19][CH:18]=[CH:17][CH:16]=2. (3) Given the reactants [CH2:1]([O:8][C:9]([C:11]1[CH:12]=[C:13]2[C:18](=[CH:19][CH:20]=1)[N:17]=[C:16]([NH2:21])[CH:15]=[CH:14]2)=[O:10])[C:2]1[CH:7]=[CH:6][CH:5]=[CH:4][CH:3]=1.[C:22]([C:26]1[CH:31]=[CH:30][C:29]([C:32]2[C:33]([C:38](O)=[O:39])=[CH:34][CH:35]=[CH:36][CH:37]=2)=[CH:28][CH:27]=1)([CH3:25])([CH3:24])[CH3:23].Cl.CN(C)CCCN=C=NCC, predict the reaction product. The product is: [CH2:1]([O:8][C:9]([C:11]1[CH:12]=[C:13]2[C:18](=[CH:19][CH:20]=1)[N:17]=[C:16]([NH:21][C:38]([C:33]1[C:32]([C:29]3[CH:28]=[CH:27][C:26]([C:22]([CH3:25])([CH3:24])[CH3:23])=[CH:31][CH:30]=3)=[CH:37][CH:36]=[CH:35][CH:34]=1)=[O:39])[CH:15]=[CH:14]2)=[O:10])[C:2]1[CH:3]=[CH:4][CH:5]=[CH:6][CH:7]=1. (4) Given the reactants CCN(C(C)C)C(C)C.Cl.[NH2:11][CH2:12][C:13]([N:15]1[CH2:20][CH2:19][N:18]([C:21](=[O:32])[C:22]2[CH:27]=[CH:26][CH:25]=[CH:24][C:23]=2[C:28]([F:31])([F:30])[F:29])[CH2:17][CH2:16]1)=[O:14].C1C=CC2N(O)N=NC=2C=1.CCN=C=NCCCN(C)C.[F:54][C:55]1[C:60]([F:61])=[CH:59][CH:58]=[CH:57][C:56]=1[C:62]1[CH:67]=[CH:66][C:65]([C:68](O)=[O:69])=[CH:64][CH:63]=1, predict the reaction product. The product is: [O:14]=[C:13]([N:15]1[CH2:16][CH2:17][N:18]([C:21](=[O:32])[C:22]2[CH:27]=[CH:26][CH:25]=[CH:24][C:23]=2[C:28]([F:31])([F:29])[F:30])[CH2:19][CH2:20]1)[CH2:12][NH:11][C:68]([C:65]1[CH:64]=[CH:63][C:62]([C:56]2[CH:57]=[CH:58][CH:59]=[C:60]([F:61])[C:55]=2[F:54])=[CH:67][CH:66]=1)=[O:69].